Dataset: Reaction yield outcomes from USPTO patents with 853,638 reactions. Task: Predict the reaction yield, written as a fraction of the theoretical maximum amount of product (1.0 means a 100% yield; for example, 0.34 means a 34% yield). (1) The reactants are [Cl:1][C:2]1[NH:3][N:4]=[C:5]2[C:10]=1[CH:9]=[CH:8][CH:7]=[CH:6]2.[CH2:11]=[O:12]. The catalyst is O. The product is [Cl:1][C:2]1[N:3]([CH2:11][OH:12])[N:4]=[C:5]2[C:10]=1[CH:9]=[CH:8][CH:7]=[CH:6]2. The yield is 0.990. (2) The reactants are [Cl-].[F:2][C:3]1[CH:28]=[CH:27][C:6]([CH2:7][P+](C2C=CC=CC=2)(C2C=CC=CC=2)C2C=CC=CC=2)=[CH:5][CH:4]=1.[H-].[Na+].O=[C:32]1[CH2:37][CH2:36][N:35]([C:38]([O:40][C:41]([CH3:44])([CH3:43])[CH3:42])=[O:39])[CH2:34][CH2:33]1. The catalyst is C1COCC1. The product is [C:41]([O:40][C:38]([N:35]1[CH2:36][CH2:37][C:32](=[CH:7][C:6]2[CH:5]=[CH:4][C:3]([F:2])=[CH:28][CH:27]=2)[CH2:33][CH2:34]1)=[O:39])([CH3:44])([CH3:42])[CH3:43]. The yield is 0.700. (3) The yield is 0.840. The reactants are C([O:5][C:6]([CH:8]1[CH:12]([C:13]2[CH:18]=[CH:17][CH:16]=[C:15]([Cl:19])[C:14]=2[F:20])[C:11]([C:23]2[CH:28]=[CH:27][C:26]([Cl:29])=[CH:25][C:24]=2[F:30])([C:21]#[N:22])[CH:10]([CH3:31])[NH:9]1)=[O:7])(C)(C)C.[F:32][C:33]([F:38])([F:37])[C:34]([OH:36])=[O:35]. The product is [F:32][C:33]([F:38])([F:37])[C:34]([OH:36])=[O:35].[Cl:19][C:15]1[C:14]([F:20])=[C:13]([CH:12]2[C:11]([C:23]3[CH:28]=[CH:27][C:26]([Cl:29])=[CH:25][C:24]=3[F:30])([C:21]#[N:22])[CH:10]([CH3:31])[NH:9][CH:8]2[C:6]([OH:7])=[O:5])[CH:18]=[CH:17][CH:16]=1. The catalyst is ClCCl. (4) The reactants are [ClH:1].CO[C:4](=O)[CH:5]([NH2:12])[CH2:6][CH2:7][CH2:8][CH2:9][C:10]#[CH:11].[N:14]#[C:15][NH2:16]. No catalyst specified. The product is [ClH:1].[CH2:6]([C:5]1[N:12]=[C:15]([NH2:16])[NH:14][CH:4]=1)[CH2:7][CH2:8][CH2:9][C:10]#[CH:11]. The yield is 0.870.